From a dataset of Reaction yield outcomes from USPTO patents with 853,638 reactions. Predict the reaction yield, written as a fraction of the theoretical maximum amount of product (1.0 means a 100% yield; for example, 0.34 means a 34% yield). (1) The reactants are [Cl:1][C:2]1[CH:7]=[CH:6][C:5]([N:8]2[C:13](=O)[C:12](=O)[N:11]3[C@H:16]([C:19]4[CH:24]=[CH:23][C:22]([O:25][CH3:26])=[C:21]([O:27][CH3:28])[CH:20]=4)[CH2:17][CH2:18][C@H:10]3[CH2:9]2)=[CH:4][C:3]=1[O:29][CH3:30].B.C1COCC1.CO. The catalyst is C1COCC1. The product is [Cl:1][C:2]1[CH:7]=[CH:6][C:5]([N:8]2[CH2:13][CH2:12][N:11]3[C@H:16]([C:19]4[CH:24]=[CH:23][C:22]([O:25][CH3:26])=[C:21]([O:27][CH3:28])[CH:20]=4)[CH2:17][CH2:18][C@@H:10]3[CH2:9]2)=[CH:4][C:3]=1[O:29][CH3:30]. The yield is 0.309. (2) The reactants are [CH:1]1([C:4](=[O:8])[CH2:5][C:6]#[N:7])[CH2:3][CH2:2]1.[CH2:9]([O:11][CH:12](OCC)OCC)[CH3:10].C(OC(=O)C)(=O)C. No catalyst specified. The product is [CH:1]1([C:4]([C:5](=[CH:12][O:11][CH2:9][CH3:10])[C:6]#[N:7])=[O:8])[CH2:3][CH2:2]1. The yield is 0.720. (3) The reactants are [CH3:1][O:2][C:3]1[CH:11]=[CH:10][C:6]([C:7]([OH:9])=[O:8])=[CH:5][CH:4]=1.[Cl:12][S:13](O)(=[O:15])=[O:14]. The catalyst is O. The product is [Cl:12][S:13]([C:4]1[CH:5]=[C:6]([CH:10]=[CH:11][C:3]=1[O:2][CH3:1])[C:7]([OH:9])=[O:8])(=[O:15])=[O:14]. The yield is 0.660. (4) The reactants are Br[C:2]1[N:7]=[C:6]([NH:8][C:9]2[CH:14]=[CH:13][C:12]([CH:15]3[C:20](=[O:21])[N:19]([CH3:22])[CH2:18][CH2:17][N:16]3[C:23]([O:25][C:26]([CH3:29])([CH3:28])[CH3:27])=[O:24])=[CH:11][CH:10]=2)[C:5](=[O:30])[N:4]([CH3:31])[CH:3]=1.[C:32]([C:36]1[S:43][C:42]2[C:41](=[O:44])[N:40]([C:45]3[CH:50]=[CH:49][CH:48]=[C:47](B4OC(C)(C)C(C)(C)O4)[C:46]=3[CH3:60])[CH2:39][C:38]=2[CH:37]=1)([CH3:35])([CH3:34])[CH3:33].C(=O)([O-])[O-].[Na+].[Na+].O1CCOCC1. The catalyst is C(OCC)(=O)C.O.C1C=CC([P]([Pd]([P](C2C=CC=CC=2)(C2C=CC=CC=2)C2C=CC=CC=2)([P](C2C=CC=CC=2)(C2C=CC=CC=2)C2C=CC=CC=2)[P](C2C=CC=CC=2)(C2C=CC=CC=2)C2C=CC=CC=2)(C2C=CC=CC=2)C2C=CC=CC=2)=CC=1.CN(C=O)C. The product is [C:32]([C:36]1[S:43][C:42]2[C:41](=[O:44])[N:40]([C:45]3[C:46]([CH3:60])=[C:47]([C:2]4[N:7]=[C:6]([NH:8][C:9]5[CH:10]=[CH:11][C:12]([CH:15]6[C:20](=[O:21])[N:19]([CH3:22])[CH2:18][CH2:17][N:16]6[C:23]([O:25][C:26]([CH3:29])([CH3:28])[CH3:27])=[O:24])=[CH:13][CH:14]=5)[C:5](=[O:30])[N:4]([CH3:31])[CH:3]=4)[CH:48]=[CH:49][CH:50]=3)[CH2:39][C:38]=2[CH:37]=1)([CH3:35])([CH3:33])[CH3:34]. The yield is 0.880. (5) The reactants are [OH:1][C:2]1[CH:14]=[CH:13][C:5]2[C:6]([CH2:9][C:10]([NH2:12])=[O:11])=[CH:7][O:8][C:4]=2[CH:3]=1.ClCCl.N1C=CN=C1.[C:23]([Si:27]([C:35]1[CH:40]=[CH:39][CH:38]=[CH:37][CH:36]=1)([C:29]1[CH:34]=[CH:33][CH:32]=[CH:31][CH:30]=1)Cl)([CH3:26])([CH3:25])[CH3:24]. The yield is 0.780. The catalyst is CN(C=O)C. The product is [C:23]([Si:27]([C:35]1[CH:40]=[CH:39][CH:38]=[CH:37][CH:36]=1)([C:29]1[CH:30]=[CH:31][CH:32]=[CH:33][CH:34]=1)[O:1][C:2]1[CH:14]=[CH:13][C:5]2[C:6]([CH2:9][C:10]([NH2:12])=[O:11])=[CH:7][O:8][C:4]=2[CH:3]=1)([CH3:26])([CH3:24])[CH3:25].